Dataset: NCI-60 drug combinations with 297,098 pairs across 59 cell lines. Task: Regression. Given two drug SMILES strings and cell line genomic features, predict the synergy score measuring deviation from expected non-interaction effect. (1) Drug 1: CCC1(CC2CC(C3=C(CCN(C2)C1)C4=CC=CC=C4N3)(C5=C(C=C6C(=C5)C78CCN9C7C(C=CC9)(C(C(C8N6C=O)(C(=O)OC)O)OC(=O)C)CC)OC)C(=O)OC)O.OS(=O)(=O)O. Drug 2: C1=CN(C=N1)CC(O)(P(=O)(O)O)P(=O)(O)O. Cell line: A498. Synergy scores: CSS=2.97, Synergy_ZIP=-1.64, Synergy_Bliss=-2.41, Synergy_Loewe=-2.42, Synergy_HSA=-2.29. (2) Synergy scores: CSS=33.0, Synergy_ZIP=-16.5, Synergy_Bliss=-18.0, Synergy_Loewe=-17.1, Synergy_HSA=-14.2. Drug 1: CC(CN1CC(=O)NC(=O)C1)N2CC(=O)NC(=O)C2. Drug 2: CC1=C(C(=O)C2=C(C1=O)N3CC4C(C3(C2COC(=O)N)OC)N4)N. Cell line: SK-MEL-2. (3) Drug 1: CCC1(C2=C(COC1=O)C(=O)N3CC4=CC5=C(C=CC(=C5CN(C)C)O)N=C4C3=C2)O. Drug 2: CNC(=O)C1=NC=CC(=C1)OC2=CC=C(C=C2)NC(=O)NC3=CC(=C(C=C3)Cl)C(F)(F)F. Cell line: SW-620. Synergy scores: CSS=78.0, Synergy_ZIP=2.62, Synergy_Bliss=2.40, Synergy_Loewe=2.18, Synergy_HSA=7.84. (4) Drug 1: CC1C(C(=O)NC(C(=O)N2CCCC2C(=O)N(CC(=O)N(C(C(=O)O1)C(C)C)C)C)C(C)C)NC(=O)C3=C4C(=C(C=C3)C)OC5=C(C(=O)C(=C(C5=N4)C(=O)NC6C(OC(=O)C(N(C(=O)CN(C(=O)C7CCCN7C(=O)C(NC6=O)C(C)C)C)C)C(C)C)C)N)C. Drug 2: N.N.Cl[Pt+2]Cl. Cell line: OVCAR3. Synergy scores: CSS=48.9, Synergy_ZIP=5.13, Synergy_Bliss=5.13, Synergy_Loewe=-11.4, Synergy_HSA=4.31. (5) Drug 1: C1=C(C(=O)NC(=O)N1)N(CCCl)CCCl. Drug 2: C1CN(P(=O)(OC1)NCCCl)CCCl. Cell line: CCRF-CEM. Synergy scores: CSS=33.8, Synergy_ZIP=-7.03, Synergy_Bliss=-10.1, Synergy_Loewe=-38.6, Synergy_HSA=-9.06.